This data is from Forward reaction prediction with 1.9M reactions from USPTO patents (1976-2016). The task is: Predict the product of the given reaction. (1) Given the reactants [F:1][C:2]1[CH:10]=[C:9]2[C:5]([C:6]([C:20]3[CH:21]=[CH:22][C:23]([NH:26]CCCN)=[N:24][CH:25]=3)=[CH:7][N:8]2[S:11]([C:14]2[CH:19]=[CH:18][CH:17]=[CH:16][CH:15]=2)(=[O:13])=[O:12])=[CH:4][CH:3]=1.ClC1[N:37]=[CH:36][C:35](C2C3C(=CC(F)=CC=3)N(S(C3C=CC=CC=3)(=O)=O)C=2)=CC=1.C(N)CN, predict the reaction product. The product is: [F:1][C:2]1[CH:10]=[C:9]2[C:5]([C:6]([C:20]3[CH:21]=[CH:22][C:23]([NH:26][CH2:35][CH2:36][NH2:37])=[N:24][CH:25]=3)=[CH:7][N:8]2[S:11]([C:14]2[CH:15]=[CH:16][CH:17]=[CH:18][CH:19]=2)(=[O:12])=[O:13])=[CH:4][CH:3]=1. (2) Given the reactants [N:1]1([C:7]([N:9]2[CH2:14][CH:13]([C:15]3[CH:20]=[CH:19][C:18]([C:21]([F:24])([F:23])[F:22])=[CH:17][CH:16]=3)[CH2:12][CH:11]([C:25](=[S:27])[NH2:26])[CH2:10]2)=[O:8])[CH2:6][CH2:5][O:4][CH2:3][CH2:2]1.Br[CH2:29][C:30](=O)[C:31]([CH3:34])(C)[CH3:32], predict the reaction product. The product is: [F:22][C:21]1[CH:32]=[C:31]([C:30]2[N:26]=[C:25]([CH:11]3[CH2:12][CH:13]([C:15]4[CH:20]=[CH:19][C:18]([C:21]([F:22])([F:23])[F:24])=[CH:17][CH:16]=4)[CH2:14][N:9]([C:7]([N:1]4[CH2:6][CH2:5][O:4][CH2:3][CH2:2]4)=[O:8])[CH2:10]3)[S:27][CH:29]=2)[CH:34]=[CH:17][CH:18]=1. (3) Given the reactants [NH2:1][C:2]1[N:7]=[C:6]([CH3:8])[N:5]=[C:4]([C:9]2[CH:10]=[C:11]([C:25](=[O:27])[CH3:26])[CH:12]=[N:13][C:14]=2[NH:15][C:16]2[CH:17]=[N:18][C:19]([O:23][CH3:24])=[C:20]([F:22])[CH:21]=2)[N:3]=1.[CH3:28][Mg]Br, predict the reaction product. The product is: [NH2:1][C:2]1[N:7]=[C:6]([CH3:8])[N:5]=[C:4]([C:9]2[CH:10]=[C:11]([C:25]([OH:27])([CH3:28])[CH3:26])[CH:12]=[N:13][C:14]=2[NH:15][C:16]2[CH:17]=[N:18][C:19]([O:23][CH3:24])=[C:20]([F:22])[CH:21]=2)[N:3]=1. (4) Given the reactants S(=O)(=O)(O)O.[Si]([O:13][CH2:14][CH2:15][O:16][C:17]1[C:18]([NH:39][C:40]2[C:45]([C:46]#[N:47])=[CH:44][N:43]=[CH:42][CH:41]=2)=[N:19][C:20]([C:23]2[C:24]3[CH2:38][CH2:37][CH2:36][C:25]=3[N:26]([CH2:28][C:29]3[CH:34]=[CH:33][CH:32]=[CH:31][C:30]=3[F:35])[N:27]=2)=[N:21][CH:22]=1)(C(C)(C)C)(C)C.C(=O)([O-])[OH:49].[Na+], predict the reaction product. The product is: [F:35][C:30]1[CH:31]=[CH:32][CH:33]=[CH:34][C:29]=1[CH2:28][N:26]1[C:25]2[CH2:36][CH2:37][CH2:38][C:24]=2[C:23]([C:20]2[N:19]=[C:18]([NH:39][C:40]3[C:45]([C:46]([NH2:47])=[O:49])=[CH:44][N:43]=[CH:42][CH:41]=3)[C:17]([O:16][CH2:15][CH2:14][OH:13])=[CH:22][N:21]=2)=[N:27]1. (5) Given the reactants Cl.[Cl:2][C:3]1[CH:8]=[CH:7][C:6]([C:9]2[CH2:10][CH2:11][NH:12][CH2:13][CH:14]=2)=[CH:5][CH:4]=1.N1C=CC=CC=1.[Cl:21][C:22](Cl)([O:24]C(=O)OC(Cl)(Cl)Cl)Cl, predict the reaction product. The product is: [Cl:2][C:3]1[CH:8]=[CH:7][C:6]([C:9]2[CH2:14][CH2:13][N:12]([C:22]([Cl:21])=[O:24])[CH2:11][CH:10]=2)=[CH:5][CH:4]=1. (6) Given the reactants Br[C:2]1[CH:7]=[CH:6][C:5]([N+:8]([O-:10])=[O:9])=[CH:4][C:3]=1[NH:11][C:12](=[O:16])[C:13]([CH3:15])=[CH2:14].C(N(CC)CC)C.C([O-])=O.[Na+].O, predict the reaction product. The product is: [CH3:14][C:13]1([CH3:15])[C:2]2[C:3](=[CH:4][C:5]([N+:8]([O-:10])=[O:9])=[CH:6][CH:7]=2)[NH:11][C:12]1=[O:16].